This data is from Forward reaction prediction with 1.9M reactions from USPTO patents (1976-2016). The task is: Predict the product of the given reaction. (1) The product is: [Cl:1][C:2]1[O:3][CH:4]=[C:5]([C:7]([NH:17][C:16]2[CH:18]=[CH:19][C:13]([Cl:12])=[CH:14][CH:15]=2)=[O:9])[N:6]=1. Given the reactants [Cl:1][C:2]1[O:3][CH:4]=[C:5]([C:7]([O:9]CC)=O)[N:6]=1.[Cl:12][C:13]1[CH:19]=[CH:18][C:16]([NH2:17])=[CH:15][CH:14]=1.N, predict the reaction product. (2) The product is: [Br:13][CH:9]([CH3:10])[C:8]([C:5]1[CH:6]=[N:7][C:2]([Cl:1])=[CH:3][C:4]=1[CH3:12])=[O:11]. Given the reactants [Cl:1][C:2]1[N:7]=[CH:6][C:5]([C:8](=[O:11])[CH2:9][CH3:10])=[C:4]([CH3:12])[CH:3]=1.[BrH:13].BrBr.C([O-])([O-])=O.[Na+].[Na+], predict the reaction product.